Dataset: Catalyst prediction with 721,799 reactions and 888 catalyst types from USPTO. Task: Predict which catalyst facilitates the given reaction. Reactant: [OH:1][C:2]1[CH:7]=[CH:6][C:5]([C:8]2[CH:9]=[C:10]3[C:15](=[CH:16][CH:17]=2)[N:14]=[C:13]([C:18]([O:20][CH3:21])=[O:19])[CH:12]=[CH:11]3)=[CH:4][CH:3]=1.[Cl:22][C:23]1[CH:28]=[CH:27][CH:26]=[C:25]([Cl:29])[C:24]=1[C:30]1[C:34]([CH2:35][CH2:36][CH2:37]O)=[C:33]([CH:39]([CH3:41])[CH3:40])[O:32][N:31]=1.C1(P(C2C=CC=CC=2)C2C=CC=CC=2)C=CC=CC=1.N(C(OC(C)C)=O)=NC(OC(C)C)=O. Product: [Cl:29][C:25]1[CH:26]=[CH:27][CH:28]=[C:23]([Cl:22])[C:24]=1[C:30]1[C:34]([CH2:35][CH2:36][CH2:37][O:1][C:2]2[CH:7]=[CH:6][C:5]([C:8]3[CH:9]=[C:10]4[C:15](=[CH:16][CH:17]=3)[N:14]=[C:13]([C:18]([O:20][CH3:21])=[O:19])[CH:12]=[CH:11]4)=[CH:4][CH:3]=2)=[C:33]([CH:39]([CH3:40])[CH3:41])[O:32][N:31]=1. The catalyst class is: 4.